From a dataset of Full USPTO retrosynthesis dataset with 1.9M reactions from patents (1976-2016). Predict the reactants needed to synthesize the given product. (1) The reactants are: [C:1]([O:5][C:6]([N:8]1[CH2:13][CH2:12][N:11]([C:14]2[CH:19]=[CH:18][C:17]([C@@H:20]([N:22]([C:37]([O:39][C:40]([CH3:43])([CH3:42])[CH3:41])=[O:38])[CH2:23][CH2:24][C:25]3[CH:30]=[C:29]([O:31][CH3:32])[C:28]([N+:33]([O-])=O)=[CH:27][C:26]=3[Cl:36])[CH3:21])=[CH:16][CH:15]=2)[CH2:10][CH2:9]1)=[O:7])([CH3:4])([CH3:3])[CH3:2].[NH4+].[Cl-]. Given the product [C:1]([O:5][C:6]([N:8]1[CH2:13][CH2:12][N:11]([C:14]2[CH:19]=[CH:18][C:17]([C@@H:20]([N:22]([CH2:23][CH2:24][C:25]3[CH:30]=[C:29]([O:31][CH3:32])[C:28]([NH2:33])=[CH:27][C:26]=3[Cl:36])[C:37]([O:39][C:40]([CH3:42])([CH3:43])[CH3:41])=[O:38])[CH3:21])=[CH:16][CH:15]=2)[CH2:10][CH2:9]1)=[O:7])([CH3:2])([CH3:3])[CH3:4], predict the reactants needed to synthesize it. (2) Given the product [O:16]=[C:11]1[CH2:12][CH2:13][CH2:14][CH2:15][C@@:10]1([CH2:9][NH:8][C:6](=[O:7])[O:5][C:1]([CH3:2])([CH3:3])[CH3:4])[CH2:17][C:30]([C:32]1[CH:14]=[CH:15][CH:10]=[CH:11][CH:12]=1)=[CH2:29], predict the reactants needed to synthesize it. The reactants are: [C:1]([O:5][C:6]([NH:8][CH2:9][C:10]1([C:17](OCC(C2C=CC=CC=2)=C)=O)[CH2:15][CH2:14][CH2:13][CH2:12][C:11]1=[O:16])=[O:7])([CH3:4])([CH3:3])[CH3:2].[CH3:29][C:30]([CH3:32])=O. (3) Given the product [CH2:17]([O:27][CH2:28][C:29]([CH2:34][O:35][CH2:36][CH2:37][CH2:38][CH2:39][CH2:40][CH2:41][CH2:42][CH2:43][CH2:44][CH3:45])([CH:32]=[CH:5][C:3]([N:2]([CH3:1])[CH3:14])=[O:4])[CH:30]=[CH:5][C:3]([N:2]([CH3:14])[CH3:1])=[O:4])[CH2:18][CH2:19][CH2:20][CH2:21][CH2:22][CH2:23][CH2:24][CH2:25][CH3:26], predict the reactants needed to synthesize it. The reactants are: [CH3:1][N:2]([CH3:14])[C:3]([CH2:5]P(=O)(OCC)OCC)=[O:4].[H-].[Na+].[CH2:17]([O:27][CH2:28][C:29]([CH2:34][O:35][CH2:36][CH2:37][CH2:38][CH2:39][CH2:40][CH2:41][CH2:42][CH2:43][CH2:44][CH3:45])([CH:32]=O)[CH:30]=O)[CH2:18][CH2:19][CH2:20][CH2:21][CH2:22][CH2:23][CH2:24][CH2:25][CH3:26].